This data is from Peptide-MHC class II binding affinity with 134,281 pairs from IEDB. The task is: Regression. Given a peptide amino acid sequence and an MHC pseudo amino acid sequence, predict their binding affinity value. This is MHC class II binding data. (1) The peptide sequence is KYTATISGLKPGVDY. The MHC is DRB3_0202 with pseudo-sequence DRB3_0202. The binding affinity (normalized) is 0.138. (2) The peptide sequence is EDHWASRENSGGGVE. The MHC is DRB1_0301 with pseudo-sequence DRB1_0301. The binding affinity (normalized) is 0.205. (3) The peptide sequence is ARNVRFLPTAAAAQG. The MHC is HLA-DQA10301-DQB10302 with pseudo-sequence HLA-DQA10301-DQB10302. The binding affinity (normalized) is 0.435. (4) The peptide sequence is QGEPGRVIRGKKGAG. The MHC is HLA-DPA10301-DPB10402 with pseudo-sequence HLA-DPA10301-DPB10402. The binding affinity (normalized) is 0.123. (5) The peptide sequence is LISFLLLAGRSCGMY. The MHC is DRB1_0101 with pseudo-sequence DRB1_0101. The binding affinity (normalized) is 0.566.